From a dataset of Kir2.1 potassium channel HTS with 301,493 compounds. Binary Classification. Given a drug SMILES string, predict its activity (active/inactive) in a high-throughput screening assay against a specified biological target. (1) The compound is O(Cc1c(onc1C)C)C(=O)c1c(NC(=O)Cc2ccccc2)cccc1. The result is 0 (inactive). (2) The result is 0 (inactive). The drug is o1c(ccc1C)C(Oc1ccc(cc1)c1ocnn1)=O.